From a dataset of Catalyst prediction with 721,799 reactions and 888 catalyst types from USPTO. Predict which catalyst facilitates the given reaction. (1) Reactant: [CH2:1]([C:5]1[N:6]=[CH:7][NH:8][C:9](=[O:26])[C:10]=1[CH2:11][C:12]1[CH:17]=[CH:16][C:15]([C:18]2[C:19]([C:24]#[N:25])=[CH:20][CH:21]=[CH:22][CH:23]=2)=[CH:14][CH:13]=1)[CH2:2][CH2:3][CH3:4].[H-].[Na+].CN(C)C=O.Br[CH2:35][C:36]1[CH:41]=[CH:40][C:39]([F:42])=[CH:38][CH:37]=1. Product: [CH2:1]([C:5]1[N:6]=[CH:7][N:8]([CH2:35][C:36]2[CH:41]=[CH:40][C:39]([F:42])=[CH:38][CH:37]=2)[C:9](=[O:26])[C:10]=1[CH2:11][C:12]1[CH:17]=[CH:16][C:15]([C:18]2[C:19]([C:24]#[N:25])=[CH:20][CH:21]=[CH:22][CH:23]=2)=[CH:14][CH:13]=1)[CH2:2][CH2:3][CH3:4]. The catalyst class is: 13. (2) Reactant: FC(F)(F)C([NH:5][C:6]1[CH:11]=[C:10]([O:12][C:13]2[CH:18]=[CH:17][C:16]([CH:19]=O)=[CH:15][CH:14]=2)[C:9]([F:21])=[CH:8][C:7]=1[N+:22]([O-:24])=[O:23])=O.[NH2:27][CH:28]1[CH2:36][C:35]2[C:30](=[CH:31][CH:32]=[CH:33][CH:34]=2)[CH2:29]1.C(O)(=O)C.[BH-](OC(C)=O)(OC(C)=O)OC(C)=O.[Na+]. Product: [NH2:5][C:6]1[C:7]([N+:22]([O-:24])=[O:23])=[CH:8][C:9]([F:21])=[C:10]([O:12][C:13]2[CH:14]=[CH:15][C:16]([CH2:19][NH:27][CH:28]3[CH2:36][C:35]4[C:30](=[CH:31][CH:32]=[CH:33][CH:34]=4)[CH2:29]3)=[CH:17][CH:18]=2)[CH:11]=1. The catalyst class is: 34. (3) Reactant: [F:1][C:2]1[C:11]([F:12])=[C:10]2[C:5]([N:6]=[CH:7][C:8](=[O:13])[NH:9]2)=[CH:4][CH:3]=1.[H-].[Na+].CS(O[CH2:21][CH2:22][N:23]1[CH2:28][CH2:27][CH:26]([NH:29][C:30]([O:32][C:33]([CH3:36])([CH3:35])[CH3:34])=[O:31])[CH2:25][CH2:24]1)(=O)=O.C(OC(=O)NC1CCN(CCN2C3C(=CC=C(OC)C=3)C=CC2=O)CC1)(C)(C)C. Product: [C:33]([O:32][C:30](=[O:31])[NH:29][CH:26]1[CH2:27][CH2:28][N:23]([CH2:22][CH2:21][N:9]2[C:10]3[C:5](=[CH:4][CH:3]=[C:2]([F:1])[C:11]=3[F:12])[N:6]=[CH:7][C:8]2=[O:13])[CH2:24][CH2:25]1)([CH3:36])([CH3:35])[CH3:34]. The catalyst class is: 13. (4) Reactant: [Mg].Br[C:3]1[CH:8]=[C:7]([O:9][CH3:10])[C:6]2[O:11][CH2:12][O:13][C:5]=2[CH:4]=1.II.C[O:17][B:18](OC)[O:19]C.Cl. Product: [CH3:10][O:9][C:7]1[C:6]2[O:11][CH2:12][O:13][C:5]=2[CH:4]=[C:3]([B:18]([OH:19])[OH:17])[CH:8]=1. The catalyst class is: 7. (5) Reactant: [C:1]1([CH3:19])[CH:6]=[CH:5][CH:4]=[C:3]([N:7]2[C:11]3=[N:12][CH:13]=[CH:14][CH:15]=[C:10]3[N:9]=[C:8]2[C@@H:16]([NH2:18])[CH3:17])[CH:2]=1.Cl[C:21]1[N:29]=[CH:28][N:27]=[C:26]2[C:22]=1[N:23]=[CH:24][N:25]2C1CCCCO1.CCN(C(C)C)C(C)C. Product: [N:29]1[C:21]([NH:18][C@H:16]([C:8]2[N:7]([C:3]3[CH:2]=[C:1]([CH3:19])[CH:6]=[CH:5][CH:4]=3)[C:11]3=[N:12][CH:13]=[CH:14][CH:15]=[C:10]3[N:9]=2)[CH3:17])=[C:22]2[C:26]([NH:25][CH:24]=[N:23]2)=[N:27][CH:28]=1. The catalyst class is: 51. (6) Reactant: [Cl:1][C:2]([Cl:20])([Cl:19])[CH2:3][O:4][C:5]([O:7][CH2:8][C:9]1[S:10][CH:11]=[C:12]([C:14](OCC)=[O:15])[N:13]=1)=[O:6].[H-].C([Al+]CC(C)C)C(C)C. Product: [Cl:20][C:2]([Cl:1])([Cl:19])[CH2:3][O:4][C:5]([O:7][CH2:8][C:9]1[S:10][CH:11]=[C:12]([CH:14]=[O:15])[N:13]=1)=[O:6]. The catalyst class is: 2. (7) Reactant: [H-].[H-].[H-].[H-].[Li+].[Al+3].[CH3:7][O:8][C:9]1[CH:14]=[CH:13][C:12]([CH:15]=[C:16]([N+:18]([O-])=O)[CH3:17])=[CH:11][CH:10]=1.O.[OH-].[Na+]. Product: [CH3:7][O:8][C:9]1[CH:14]=[CH:13][C:12]([CH2:15][CH:16]([NH2:18])[CH3:17])=[CH:11][CH:10]=1. The catalyst class is: 1. (8) Reactant: [C:1](OC(=O)C)(=[O:3])[CH3:2].N1C=CC=CC=1.[CH2:14]([O:21][C:22]1[C:23]([O:30][CH3:31])=[CH:24][C:25]([Br:29])=[C:26]([CH:28]=1)[NH2:27])[C:15]1[CH:20]=[CH:19][CH:18]=[CH:17][CH:16]=1. Product: [CH2:14]([O:21][C:22]1[C:23]([O:30][CH3:31])=[CH:24][C:25]([Br:29])=[C:26]([NH:27][C:1](=[O:3])[CH3:2])[CH:28]=1)[C:15]1[CH:16]=[CH:17][CH:18]=[CH:19][CH:20]=1. The catalyst class is: 6.